Dataset: Forward reaction prediction with 1.9M reactions from USPTO patents (1976-2016). Task: Predict the product of the given reaction. Given the reactants [CH2:1]([O:8][CH2:9][CH2:10][O:11][CH2:12][C:13]1[CH:18]=[CH:17][C:16]([CH:19]2[CH:24]([O:25][CH2:26][C:27]3[CH:36]=[CH:35][C:34]4[C:29](=[CH:30][CH:31]=[CH:32][CH:33]=4)[CH:28]=3)[CH2:23][N:22]([C:37]([O:39][C:40]([CH3:43])([CH3:42])[CH3:41])=[O:38])[CH2:21][CH:20]2[CH2:44][OH:45])=[CH:15][CH:14]=1)[C:2]1[CH:7]=[CH:6][CH:5]=[CH:4][CH:3]=1.Cl[CH2:47][C:48]1[CH:49]=[N:50][CH:51]=[CH:52][CH:53]=1, predict the reaction product. The product is: [CH2:1]([O:8][CH2:9][CH2:10][O:11][CH2:12][C:13]1[CH:14]=[CH:15][C:16]([CH:19]2[CH:20]([CH2:44][O:45][CH2:47][C:48]3[CH:49]=[N:50][CH:51]=[CH:52][CH:53]=3)[CH2:21][N:22]([C:37]([O:39][C:40]([CH3:41])([CH3:42])[CH3:43])=[O:38])[CH2:23][CH:24]2[O:25][CH2:26][C:27]2[CH:36]=[CH:35][C:34]3[C:29](=[CH:30][CH:31]=[CH:32][CH:33]=3)[CH:28]=2)=[CH:17][CH:18]=1)[C:2]1[CH:3]=[CH:4][CH:5]=[CH:6][CH:7]=1.